This data is from Full USPTO retrosynthesis dataset with 1.9M reactions from patents (1976-2016). The task is: Predict the reactants needed to synthesize the given product. (1) Given the product [CH3:9][O:8][C:5]1[CH:6]=[CH:7][C:2]2[NH:1][C:11]([C:13]3[N:17]([CH:18]4[CH2:23][CH2:22][N:21]([CH2:24][CH2:25][N:26]([CH3:34])[C:27](=[O:33])[O:28][C:29]([CH3:31])([CH3:30])[CH3:32])[CH2:20][CH2:19]4)[N:16]=[C:15]([C:35]([F:36])([F:38])[F:37])[CH:14]=3)=[N:10][C:3]=2[CH:4]=1, predict the reactants needed to synthesize it. The reactants are: [NH2:1][C:2]1[CH:7]=[CH:6][C:5]([O:8][CH3:9])=[CH:4][C:3]=1[NH:10][C:11]([C:13]1[N:17]([CH:18]2[CH2:23][CH2:22][N:21]([CH2:24][CH2:25][N:26]([CH3:34])[C:27](=[O:33])[O:28][C:29]([CH3:32])([CH3:31])[CH3:30])[CH2:20][CH2:19]2)[N:16]=[C:15]([C:35]([F:38])([F:37])[F:36])[CH:14]=1)=O.C([O-])([O-])=O.[Na+].[Na+]. (2) Given the product [CH3:29][C:24]1[C:23]([C:16]2[C:17]([O:21][CH3:22])=[CH:18][C:19]3[C:20]4[N:8]([C:1]5[CH:6]=[CH:5][CH:4]=[CH:3][CH:2]=5)[C:9](=[O:30])[O:10][C:11]=4[CH:12]=[N:13][C:14]=3[CH:15]=2)=[C:27]([CH3:28])[O:26][N:25]=1, predict the reactants needed to synthesize it. The reactants are: [CH2:1]([N:8]1[C:20]2[C:19]3[CH:18]=[C:17]([O:21][CH3:22])[C:16]([C:23]4[C:24]([CH3:29])=[N:25][O:26][C:27]=4[CH3:28])=[CH:15][C:14]=3[N:13]=[CH:12][C:11]=2[O:10][C:9]1=[O:30])[C:2]1C=[CH:6][CH:5]=[CH:4][CH:3]=1.C1(N2C=COC2=O)C=CC=CC=1. (3) Given the product [Cl:1][C:2]1[CH:3]=[C:4]2[C:9](=[CH:10][C:11]=1[C:12]([N:14]1[CH2:18][CH2:17][CH2:16][CH2:15]1)=[O:13])[N:8]=[CH:7][N:6]=[C:5]2[NH:19][CH:20]([C:26]1[NH:30][C:29]2[CH:38]=[CH:39][C:40]([Cl:42])=[CH:41][C:28]=2[N:27]=1)[CH2:21][CH2:22][C:23]([NH:48][CH2:45][CH2:44][OH:46])=[O:24], predict the reactants needed to synthesize it. The reactants are: [Cl:1][C:2]1[CH:3]=[C:4]2[C:9](=[CH:10][C:11]=1[C:12]([N:14]1[CH2:18][CH2:17][CH2:16][CH2:15]1)=[O:13])[N:8]=[CH:7][N:6]=[C:5]2[NH:19][CH:20]([C:26]1[N:30](C(OC(C)(C)C)=O)[C:29]2[CH:38]=[CH:39][C:40]([Cl:42])=[CH:41][C:28]=2[N:27]=1)[CH2:21][CH2:22][C:23](O)=[O:24].N[CH:44]([OH:46])[CH3:45].C[N:48](C(ON1N=NC2C=CC=CC1=2)=[N+](C)C)C.[B-](F)(F)(F)F.FC(F)(F)C(O)=O. (4) Given the product [ClH:29].[CH3:1][O:2][C:3]1[CH:4]=[C:5]2[C:6](=[CH:7][C:8]=1[O:9][CH3:10])[C:14]([CH2:15][C:16]1[CH:25]=[CH:24][C:23]3[C:18](=[CH:19][CH:20]=[CH:21][CH:22]=3)[CH:17]=1)=[N:13][CH2:12][CH2:11]2, predict the reactants needed to synthesize it. The reactants are: [CH3:1][O:2][C:3]1[CH:4]=[C:5]([CH2:11][CH2:12][NH:13][C:14](=O)[CH2:15][C:16]2[CH:25]=[CH:24][C:23]3[C:18](=[CH:19][CH:20]=[CH:21][CH:22]=3)[CH:17]=2)[CH:6]=[CH:7][C:8]=1[O:9][CH3:10].O=P(Cl)(Cl)[Cl:29]. (5) Given the product [CH2:3]([O:10][C:11]1[CH:12]=[C:13]2[C:18](=[CH:19][CH:20]=1)[N:17]=[CH:16][C:15]([N+:21]([O-:23])=[O:22])=[C:14]2[CH2:1][NH2:2])[C:4]1[CH:9]=[CH:8][CH:7]=[CH:6][CH:5]=1, predict the reactants needed to synthesize it. The reactants are: [CH3:1][NH2:2].[CH2:3]([O:10][C:11]1[CH:12]=[C:13]2[C:18](=[CH:19][CH:20]=1)[N:17]=[CH:16][C:15]([N+:21]([O-:23])=[O:22])=[C:14]2Cl)[C:4]1[CH:9]=[CH:8][CH:7]=[CH:6][CH:5]=1. (6) Given the product [C:14]([C:17]1[CH2:18][N:19]=[C:20]([SH:34]([C:24]2[CH:29]=[CH:28][C:27]([C:46]#[N:44])=[CH:26][CH:25]=2)[CH2:6][CH2:5][O:4][C:1](=[O:3])[CH3:2])[N:21]([C:24]2[CH:29]=[CH:28][CH:27]=[C:26]([C:30]([F:32])([F:33])[F:31])[CH:25]=2)[C:22]=1[CH3:23])(=[O:16])[CH3:15], predict the reactants needed to synthesize it. The reactants are: [C:1]([O:4][CH2:5][CH2:6]Br)(=[O:3])[CH3:2].C(=O)([O-])[O-].[K+].[K+].[C:14]([C:17]1[CH:18](C2C=CC(C#N)=CC=2)[NH:19][C:20](=[S:34])[N:21]([C:24]2[CH:29]=[CH:28][CH:27]=[C:26]([C:30]([F:33])([F:32])[F:31])[CH:25]=2)[C:22]=1[CH3:23])(=[O:16])[CH3:15].C[N:44]([CH:46]=O)C. (7) Given the product [Br:1][C:2]1[CH:3]=[C:4]2[C:8](=[CH:9][CH:10]=1)[NH:7][CH:6]=[C:5]2[C:11]([NH:16][CH:17]([C:19]1[C:27]2[C:22](=[CH:23][CH:24]=[C:25]([Br:28])[CH:26]=2)[NH:21][CH:20]=1)[C:29]([NH:38][CH2:37][CH2:35][OH:36])=[O:30])=[O:44], predict the reactants needed to synthesize it. The reactants are: [Br:1][C:2]1[CH:3]=[C:4]2[C:8](=[CH:9][CH:10]=1)[NH:7][CH:6]=[C:5]2[CH:11]([NH:16][C:17]([C:19]1[C:27]2[C:22](=[CH:23][CH:24]=[C:25]([Br:28])[CH:26]=2)[NH:21][CH:20]=1)=O)C(OC)=O.[C:29](=O)([O-])[O-:30].[K+].[K+].[CH2:35]([CH2:37][NH2:38])[OH:36].C(#N)C.C(OCC)(=[O:44])C. (8) Given the product [Br:19][CH2:1][C:2]1[CH:7]=[CH:6][CH:5]=[C:4]([CH3:8])[C:3]=1[B:9]([OH:10])[OH:11], predict the reactants needed to synthesize it. The reactants are: [CH3:1][C:2]1[CH:7]=[CH:6][CH:5]=[C:4]([CH3:8])[C:3]=1[B:9]([OH:11])[OH:10].C1C(=O)N([Br:19])C(=O)C1.CC(N=NC(C#N)(C)C)(C#N)C.